This data is from Forward reaction prediction with 1.9M reactions from USPTO patents (1976-2016). The task is: Predict the product of the given reaction. (1) Given the reactants CO[C:3]([C:5]1[N:6]=[CH:7][C:8]2[C:9](=[O:23])[N:10]([CH2:16][C:17]3[CH:22]=[CH:21][CH:20]=[CH:19][CH:18]=3)[CH:11]=[CH:12][C:13]=2[C:14]=1[OH:15])=[O:4].[C:24]([O:28][C:29](=[O:35])[NH:30][CH2:31][CH2:32][CH2:33][NH2:34])([CH3:27])([CH3:26])[CH3:25], predict the reaction product. The product is: [C:24]([O:28][C:29](=[O:35])[NH:30][CH2:31][CH2:32][CH2:33][NH:34][C:3]([C:5]1[N:6]=[CH:7][C:8]2[C:9](=[O:23])[N:10]([CH2:16][C:17]3[CH:18]=[CH:19][CH:20]=[CH:21][CH:22]=3)[CH:11]=[CH:12][C:13]=2[C:14]=1[OH:15])=[O:4])([CH3:27])([CH3:25])[CH3:26]. (2) Given the reactants [C:1]1([C:7]2([CH3:17])[C:12](=[O:13])[N:11]([CH3:14])[C:10](=[O:15])[NH:9][C:8]2=[O:16])[CH2:6][CH2:5][CH2:4][CH2:3][CH:2]=1.Br[CH2:19][C:20]([C:22]1[O:23][CH:24]=[CH:25][CH:26]=1)=[O:21], predict the reaction product. The product is: [C:1]1([C:7]2([CH3:17])[C:8](=[O:16])[N:9]([CH2:19][C:20]([C:22]3[O:23][CH:24]=[CH:25][CH:26]=3)=[O:21])[C:10](=[O:15])[N:11]([CH3:14])[C:12]2=[O:13])[CH2:6][CH2:5][CH2:4][CH2:3][CH:2]=1. (3) Given the reactants [Cl:1][C:2]1[N:3]=[C:4](Cl)[C:5]2[C:10]([F:11])=[CH:9][N:8]([S:12]([C:15]3[CH:20]=[CH:19][C:18]([CH3:21])=[CH:17][CH:16]=3)(=[O:14])=[O:13])[C:6]=2[N:7]=1.[NH2:23][C:24]1[CH:32]=[CH:31][CH:30]=[C:29]([F:33])[C:25]=1[C:26]([OH:28])=[O:27].Cl, predict the reaction product. The product is: [Cl:1][C:2]1[N:3]=[C:4]([NH:23][C:24]2[CH:32]=[CH:31][CH:30]=[C:29]([F:33])[C:25]=2[C:26]([OH:28])=[O:27])[C:5]2[C:10]([F:11])=[CH:9][N:8]([S:12]([C:15]3[CH:20]=[CH:19][C:18]([CH3:21])=[CH:17][CH:16]=3)(=[O:14])=[O:13])[C:6]=2[N:7]=1. (4) The product is: [C:1]([C:3]1[CH:4]=[C:5]([C:22]2[S:26][C:25]([C:27]([O:29][CH3:30])=[O:28])=[CH:24][CH:23]=2)[CH:6]=[C:7]([F:17])[C:8]=1[O:9][CH2:10][C:11]1[CH:16]=[CH:15][CH:14]=[CH:13][CH:12]=1)#[N:2]. Given the reactants [C:1]([C:3]1[CH:4]=[C:5](B(O)O)[CH:6]=[C:7]([F:17])[C:8]=1[O:9][CH2:10][C:11]1[CH:16]=[CH:15][CH:14]=[CH:13][CH:12]=1)#[N:2].Br[C:22]1[S:26][C:25]([C:27]([O:29][CH3:30])=[O:28])=[CH:24][CH:23]=1.C(=O)([O-])[O-].[Na+].[Na+], predict the reaction product.